From a dataset of Reaction yield outcomes from USPTO patents with 853,638 reactions. Predict the reaction yield, written as a fraction of the theoretical maximum amount of product (1.0 means a 100% yield; for example, 0.34 means a 34% yield). (1) The reactants are [C:1]1([C:11]2[CH:16]=[CH:15][CH:14]=[CH:13][CH:12]=2)[CH:6]=[CH:5][C:4]([CH2:7][C:8](O)=[O:9])=[CH:3][CH:2]=1.Cl.[CH3:18][NH:19][O:20][CH3:21].Cl.CN(C)CCCN=C=NCC.OC1C2N=NNC=2C=CC=1.C(N(CC)CC)C. The catalyst is ClCCl. The product is [C:1]1([C:11]2[CH:16]=[CH:15][CH:14]=[CH:13][CH:12]=2)[CH:6]=[CH:5][C:4]([CH2:7][C:8]([N:19]([O:20][CH3:21])[CH3:18])=[O:9])=[CH:3][CH:2]=1. The yield is 0.830. (2) The reactants are [Cl:1][C:2]1[C:7]([C:8]2[CH:16]=[CH:15][C:11]3N=CS[C:10]=3[CH:9]=2)=[CH:6][CH:5]=[CH:4][N:3]=1.BrC1C=CC2[S:25][CH:24]=[N:23]C=2C=1.ClC1C(B2OC(C)(C)C(C)(C)O2)=CC=CN=1.C([O-])([O-])=O.[Na+].[Na+]. The catalyst is O1CCOCC1.C1C=CC([P]([Pd]([P](C2C=CC=CC=2)(C2C=CC=CC=2)C2C=CC=CC=2)([P](C2C=CC=CC=2)(C2C=CC=CC=2)C2C=CC=CC=2)[P](C2C=CC=CC=2)(C2C=CC=CC=2)C2C=CC=CC=2)(C2C=CC=CC=2)C2C=CC=CC=2)=CC=1. The product is [Cl:1][C:2]1[C:7]([C:8]2[CH:16]=[CH:15][C:11]3[S:25][CH:24]=[N:23][C:10]=3[CH:9]=2)=[CH:6][CH:5]=[CH:4][N:3]=1. The yield is 0.700. (3) The reactants are [CH3:1][N:2]([CH3:34])[C:3]1([C:28]2[CH:33]=[CH:32][CH:31]=[CH:30][CH:29]=2)[CH2:8][CH2:7][CH:6]([CH2:9][NH:10][C:11]([N:13]2[CH2:18][CH2:17][CH:16]([C:19]3[C:27]4[C:22](=[CH:23][CH:24]=[CH:25][CH:26]=4)[NH:21][CH:20]=3)[CH2:15][CH2:14]2)=[O:12])[CH2:5][CH2:4]1.C(O)C.[C:38]([OH:50])(=[O:49])[CH2:39][C:40]([CH2:45][C:46]([OH:48])=[O:47])([C:42]([OH:44])=[O:43])[OH:41]. The catalyst is C(Cl)Cl. The product is [C:38]([OH:50])(=[O:49])[CH2:39][C:40]([CH2:45][C:46]([OH:48])=[O:47])([C:42]([OH:44])=[O:43])[OH:41].[CH3:1][N:2]([CH3:34])[C:3]1([C:28]2[CH:29]=[CH:30][CH:31]=[CH:32][CH:33]=2)[CH2:8][CH2:7][CH:6]([CH2:9][NH:10][C:11]([N:13]2[CH2:14][CH2:15][CH:16]([C:19]3[C:27]4[C:22](=[CH:23][CH:24]=[CH:25][CH:26]=4)[NH:21][CH:20]=3)[CH2:17][CH2:18]2)=[O:12])[CH2:5][CH2:4]1.[NH:21]1[C:22]2[C:27](=[CH:26][CH:25]=[CH:24][CH:23]=2)[C:19]([CH:16]2[CH2:17][CH2:18][N:13]([C:11]([NH:10][CH2:9][CH:6]3[CH2:7][CH2:8][C:3]([C:28]4[CH:33]=[CH:32][CH:31]=[CH:30][CH:29]=4)([N:2]([CH3:1])[CH3:34])[CH2:4][CH2:5]3)=[O:12])[CH2:14][CH2:15]2)=[CH:20]1. The yield is 0.610. (4) The reactants are O=P(Cl)(Cl)Cl.[CH3:6]N(C=O)C.C(O[CH:14](OCC)[CH2:15][O:16][CH2:17][C:18]1[CH:23]=[CH:22][CH:21]=[CH:20][CH:19]=1)C.C([O-])([O-])=O.[Na+].[Na+].C[O-].[Na+].[NH:36]([CH2:38][CH2:39][OH:40])[NH2:37]. The catalyst is C(Cl)(Cl)Cl. The product is [CH2:17]([O:16][C:15]1[CH:14]=[N:37][N:36]([CH2:38][CH2:39][OH:40])[CH:6]=1)[C:18]1[CH:19]=[CH:20][CH:21]=[CH:22][CH:23]=1. The yield is 0.130.